The task is: Predict the reaction yield, written as a fraction of the theoretical maximum amount of product (1.0 means a 100% yield; for example, 0.34 means a 34% yield).. This data is from Reaction yield outcomes from USPTO patents with 853,638 reactions. (1) The reactants are [NH2:1][C:2]1[C:10]([Cl:11])=[CH:9][C:5](C(N)=O)=[C:4]([O:12][CH3:13])[C:3]=1CC1CCNCC1.Cl.CS(O[CH2:27][CH2:28][CH2:29][N:30]1[CH:34]=[CH:33][N:32]=[N:31]1)(=O)=O.C([N:37]([CH2:40][CH3:41])[CH2:38][CH3:39])C.[C:42](=O)([O-])[O-].[K+].[K+].[I-].[K+].[CH3:50][N:51](C)[CH:52]=[O:53]. No catalyst specified. The product is [N:30]1([CH2:29][CH2:28][CH2:27][N:37]2[CH2:38][CH2:39][CH:42]([CH2:50][NH:51][C:52](=[O:53])[C:5]3[CH:9]=[C:10]([Cl:11])[C:2]([NH2:1])=[CH:3][C:4]=3[O:12][CH3:13])[CH2:41][CH2:40]2)[CH:34]=[CH:33][N:32]=[N:31]1. The yield is 0.380. (2) The reactants are [F:1][C:2]1[C:7]([OH:8])=[C:6]([F:9])[C:5]([F:10])=[C:4]([F:11])[C:3]=1[F:12].CCN(CC)CC.[P:20](Cl)(Cl)([O:22][C:23]1[CH:28]=[CH:27][CH:26]=[CH:25][CH:24]=1)=[O:21].[CH:31](Cl)([CH3:33])[CH3:32].[NH2:35][C@H:36]([C:38]([OH:40])=[O:39])[CH3:37]. The catalyst is C(Cl)Cl. The product is [F:1][C:2]1[C:3]([F:12])=[C:4]([F:11])[C:5]([F:10])=[C:6]([F:9])[C:7]=1[O:8][C:24]1[CH:25]=[CH:26][CH:27]=[CH:28][C:23]=1[O:22][P:20](=[N:35][C@@H:36]([CH3:37])[C:38]([O:40][CH:31]([CH3:33])[CH3:32])=[O:39])=[O:21]. The yield is 0.190.